From a dataset of TCR-epitope binding with 47,182 pairs between 192 epitopes and 23,139 TCRs. Binary Classification. Given a T-cell receptor sequence (or CDR3 region) and an epitope sequence, predict whether binding occurs between them. The epitope is HTTDPSFLGRY. The TCR CDR3 sequence is CASRPEDNQPQHF. Result: 1 (the TCR binds to the epitope).